This data is from Reaction yield outcomes from USPTO patents with 853,638 reactions. The task is: Predict the reaction yield, written as a fraction of the theoretical maximum amount of product (1.0 means a 100% yield; for example, 0.34 means a 34% yield). (1) The reactants are [Br:1]N1C(=O)CCC1=O.C1(P(C2C=CC=CC=2)C2C=CC=CC=2)C=CC=CC=1.[F:28][C:29]1[CH:30]=[C:31]([CH2:35][O:36][CH2:37][CH2:38]O)[CH:32]=[CH:33][CH:34]=1. The catalyst is C(Cl)Cl.[Al]. The product is [Br:1][CH2:38][CH2:37][O:36][CH2:35][C:31]1[CH:32]=[CH:33][CH:34]=[C:29]([F:28])[CH:30]=1. The yield is 0.780. (2) The reactants are [NH2:1][C:2]1[CH:7]=[CH:6][C:5]([NH:8][C:9]([NH:11][C:12]2[CH:13]=[C:14]3[C:18](=[CH:19][CH:20]=2)[N:17]([CH2:21][CH2:22][N:23]2[CH2:27][CH2:26][CH2:25][CH2:24]2)[N:16]=[CH:15]3)=[O:10])=[CH:4][CH:3]=1.[C:28]1(B(O)O)[CH:33]=[CH:32][CH:31]=[CH:30][CH:29]=1.C(N(CC)CC)C. The yield is 0.450. The product is [C:28]1([NH:1][C:2]2[CH:7]=[CH:6][C:5]([NH:8][C:9]([NH:11][C:12]3[CH:13]=[C:14]4[C:18](=[CH:19][CH:20]=3)[N:17]([CH2:21][CH2:22][N:23]3[CH2:24][CH2:25][CH2:26][CH2:27]3)[N:16]=[CH:15]4)=[O:10])=[CH:4][CH:3]=2)[CH:33]=[CH:32][CH:31]=[CH:30][CH:29]=1. The catalyst is ClCCl.C([O-])(=O)C.[Cu+2].C([O-])(=O)C. (3) The reactants are C(O)(C(F)(F)F)=O.[C:8]([C:10]1[C:11]([N:28]2[CH2:33][CH2:32][N:31](C(OC(C)(C)C)=O)[CH2:30][CH2:29]2)=[C:12]2[CH:18]=[N:17][N:16](CC3C=CC(OC)=CC=3)[C:13]2=[N:14][CH:15]=1)#[N:9].C(Cl)[Cl:42]. No catalyst specified. The product is [ClH:42].[ClH:42].[N:28]1([C:11]2[C:10]([C:8]#[N:9])=[CH:15][N:14]=[C:13]3[NH:16][N:17]=[CH:18][C:12]=23)[CH2:33][CH2:32][NH:31][CH2:30][CH2:29]1. The yield is 0.700. (4) The reactants are Cl.[C:2]([O:10][C@@H:11]1[C@@H:15]([CH2:16][OH:17])[CH2:14][C@@H:13]([NH2:18])[C@@H:12]1[O:19][C:20](=[O:27])[C:21]1[CH:26]=[CH:25][CH:24]=[CH:23][CH:22]=1)(=[O:9])[C:3]1[CH:8]=[CH:7][CH:6]=[CH:5][CH:4]=1.CCN(CC)CC.[C:35](Cl)(=[O:42])[C:36]1[CH:41]=[CH:40][N:39]=[CH:38][CH:37]=1.[Cl-].[NH4+]. The catalyst is C(Cl)Cl. The product is [C:20]([O:19][C@H:12]1[C@H:13]([NH:18][C:35](=[O:42])[C:36]2[CH:41]=[CH:40][N:39]=[CH:38][CH:37]=2)[CH2:14][C@H:15]([CH2:16][OH:17])[C@H:11]1[O:10][C:2](=[O:9])[C:3]1[CH:4]=[CH:5][CH:6]=[CH:7][CH:8]=1)(=[O:27])[C:21]1[CH:26]=[CH:25][CH:24]=[CH:23][CH:22]=1. The yield is 0.600.